This data is from Full USPTO retrosynthesis dataset with 1.9M reactions from patents (1976-2016). The task is: Predict the reactants needed to synthesize the given product. (1) Given the product [C:1]([NH:4][C:5]1[CH:6]=[C:7]([CH:26]=[CH:27][CH:28]=1)[C:8]([NH:10][C:11]1[C:12]([C:22]([OH:24])=[O:23])=[N:13][N:14]([CH:16]2[CH2:21][CH2:20][CH2:19][CH2:18][O:17]2)[CH:15]=1)=[O:9])(=[O:3])[CH3:2], predict the reactants needed to synthesize it. The reactants are: [C:1]([NH:4][C:5]1[CH:6]=[C:7]([CH:26]=[CH:27][CH:28]=1)[C:8]([NH:10][C:11]1[C:12]([C:22]([O:24]C)=[O:23])=[N:13][N:14]([CH:16]2[CH2:21][CH2:20][CH2:19][CH2:18][O:17]2)[CH:15]=1)=[O:9])(=[O:3])[CH3:2].Cl. (2) Given the product [Br:1][C:2]1[CH:3]=[C:22]([Cl:25])[C:5]2[NH:6][C:7]3[C:12]([S:13][C:14]=2[CH:15]=1)=[CH:11][C:10]([Br:16])=[CH:9][C:8]=3[Cl:20], predict the reactants needed to synthesize it. The reactants are: [Br:1][C:2]1[CH:3]=C[C:5]2[NH:6][C:7]3[C:12]([S:13][C:14]=2[CH:15]=1)=[CH:11][C:10]([Br:16])=[CH:9][CH:8]=3.S(Cl)([Cl:20])(=O)=O.[CH:22]([Cl:25])(Cl)Cl. (3) Given the product [OH:8][CH:9]([CH2:42][OH:43])[CH2:10][NH:11][C:12]([C:14]1[O:22][C:17]2=[CH:18][N:19]=[CH:20][CH:21]=[C:16]2[C:15]=1[NH:23][C:24]1[CH:33]=[CH:32][C:31]2[C:26](=[CH:27][CH:28]=[CH:29][C:30]=2[OH:34])[CH:25]=1)=[O:13], predict the reactants needed to synthesize it. The reactants are: [Si]([O:8][CH:9]([CH2:42][O:43][Si](C(C)(C)C)(C)C)[CH2:10][NH:11][C:12]([C:14]1[O:22][C:17]2=[CH:18][N:19]=[CH:20][CH:21]=[C:16]2[C:15]=1[NH:23][C:24]1[CH:33]=[CH:32][C:31]2[C:26](=[CH:27][CH:28]=[CH:29][C:30]=2[O:34][Si](C(C)(C)C)(C)C)[CH:25]=1)=[O:13])(C(C)(C)C)(C)C.C(=O)(O)[O-].[Na+]. (4) Given the product [N+:21]([C:3]1[CH:4]=[C:5]([S:7]([N:10]2[C:16]3[CH:17]=[CH:18][CH:19]=[CH:20][C:15]=3[CH2:14][CH2:13][CH2:12][CH2:11]2)(=[O:9])=[O:8])[S:6][CH:2]=1)([O-:23])=[O:22], predict the reactants needed to synthesize it. The reactants are: Cl[C:2]1[S:6][C:5]([S:7]([N:10]2[C:16]3[CH:17]=[CH:18][CH:19]=[CH:20][C:15]=3[CH2:14][CH2:13][CH2:12][CH2:11]2)(=[O:9])=[O:8])=[CH:4][C:3]=1[N+:21]([O-:23])=[O:22].[OH-].[Na+]. (5) Given the product [CH3:19][C:17]1[CH:18]=[C:13]([CH2:12][C@@H:5]([CH2:6][C:7]([O:9][CH3:10])=[O:8])[C:4]([O:3][CH3:1])=[O:27])[C:14]([CH2:22][OH:23])=[C:15]2[C:16]=1[NH:20][N:42]=[CH:21]2, predict the reactants needed to synthesize it. The reactants are: [CH2:1]([O:3][C:4](=[O:27])[C@@H:5]([CH2:12][C:13]1[CH:18]=[C:17]([CH3:19])[C:16]([NH2:20])=[C:15]([CH3:21])[C:14]=1[CH2:22][O:23]C(=O)C)[CH2:6][C:7]([O:9][CH2:10]C)=[O:8])C.COC(=O)[C@@H](CC1C(CO)=C2C(=CC=1)N[N:42]=C2)CC(OC)=O.